This data is from Catalyst prediction with 721,799 reactions and 888 catalyst types from USPTO. The task is: Predict which catalyst facilitates the given reaction. (1) Reactant: N1C=CC=CC=1.[C:7](OC(=O)C)(=[O:9])[CH3:8].[C:14]([N:21]1[CH2:28][CH2:27][C@@H:26]([OH:29])[C@H:22]1[C:23]([OH:25])=[O:24])([O:16][C:17]([CH3:20])([CH3:19])[CH3:18])=[O:15].Cl. Product: [C:7]([O:29][C@@H:26]1[CH2:27][CH2:28][N:21]([C:14]([O:16][C:17]([CH3:20])([CH3:19])[CH3:18])=[O:15])[C@@H:22]1[C:23]([OH:25])=[O:24])(=[O:9])[CH3:8]. The catalyst class is: 6. (2) Reactant: Cl[C:2]1[C:3]([CH2:22][O:23][CH:24]2[CH2:29][CH2:28][CH2:27][CH2:26][O:25]2)=[C:4]2[C:8](=[C:9]([CH3:11])[CH:10]=1)[N:7]([S:12]([C:15]1[CH:21]=[CH:20][C:18]([CH3:19])=[CH:17][CH:16]=1)(=[O:14])=[O:13])[CH:6]=[CH:5]2.C(=O)([O-])[O-].[Cs+].[Cs+].[K].O.O1CCO[CH2:40][CH2:39]1. Product: [CH2:39]([C:2]1[C:3]([CH2:22][O:23][CH:24]2[CH2:29][CH2:28][CH2:27][CH2:26][O:25]2)=[C:4]2[C:8](=[C:9]([CH3:11])[CH:10]=1)[N:7]([S:12]([C:15]1[CH:21]=[CH:20][C:18]([CH3:19])=[CH:17][CH:16]=1)(=[O:14])=[O:13])[CH:6]=[CH:5]2)[CH3:40]. The catalyst class is: 2. (3) Reactant: [CH3:1][O:2][C:3]1[N:8]=[C:7]([CH3:9])[C:6]([C:10]2[CH:11]=[C:12]([CH:15]=[CH:16][CH:17]=2)[C:13]#[N:14])=[CH:5][CH:4]=1.[Br:18]N1C(=O)CCC1=O. Product: [Br:18][C:4]1[CH:5]=[C:6]([C:10]2[CH:11]=[C:12]([CH:15]=[CH:16][CH:17]=2)[C:13]#[N:14])[C:7]([CH3:9])=[N:8][C:3]=1[O:2][CH3:1]. The catalyst class is: 5. (4) Reactant: [C:1]([C:3]1[CH:8]=[CH:7][CH:6]=[CH:5][C:4]=1[C:9]1[CH:14]=[CH:13][C:12]([CH2:15][CH:16]([C:21](=O)[CH2:22][CH2:23][CH2:24][CH3:25])[C:17](OC)=[O:18])=[C:11]([F:27])[CH:10]=1)#[N:2].[O:28]1[C:32]2([CH2:37][CH2:36][CH:35]([NH:38][C:39]3[NH:43][CH:42]=[N:41][N:40]=3)[CH2:34][CH2:33]2)[O:31][CH2:30][CH2:29]1.N12CCCN=C1CCCCC2.C(N(CC)C1C=CC=CC=1)C. Product: [CH2:22]([C:21]1[N:40]2[N:41]=[CH:42][N:43]=[C:39]2[N:38]([CH:35]2[CH2:34][CH2:33][C:32]3([O:28][CH2:29][CH2:30][O:31]3)[CH2:37][CH2:36]2)[C:17](=[O:18])[C:16]=1[CH2:15][C:12]1[CH:13]=[CH:14][C:9]([C:4]2[C:3]([C:1]#[N:2])=[CH:8][CH:7]=[CH:6][CH:5]=2)=[CH:10][C:11]=1[F:27])[CH2:23][CH2:24][CH3:25]. The catalyst class is: 33.